Dataset: Full USPTO retrosynthesis dataset with 1.9M reactions from patents (1976-2016). Task: Predict the reactants needed to synthesize the given product. (1) Given the product [F:41][C:2]([F:1])([F:40])[C:3]([C:29]1[NH:33][C:32]2[CH:34]=[CH:35][C:36]([C:38]#[N:39])=[CH:37][C:31]=2[N:30]=1)([OH:28])[C:4]1[C:12]([S:13]([CH3:16])(=[O:15])=[O:14])=[CH:11][C:10]([CH3:17])=[C:9]2[C:5]=1[CH:6]=[CH:7][NH:8]2, predict the reactants needed to synthesize it. The reactants are: [F:1][C:2]([F:41])([F:40])[C:3]([C:29]1[NH:33][C:32]2[CH:34]=[CH:35][C:36]([C:38]#[N:39])=[CH:37][C:31]=2[N:30]=1)([OH:28])[C:4]1[C:12]([S:13]([CH3:16])(=[O:15])=[O:14])=[CH:11][C:10]([CH3:17])=[C:9]2[C:5]=1[CH:6]=[CH:7][N:8]2S(C1C=CC(C)=CC=1)(=O)=O.[O-]CC.[Na+]. (2) Given the product [Br-:1].[CH2:34]([O:33][C:31]([C:30]1[CH:29]=[C:28]([NH:27][CH:15]([C:12]2[CH:13]=[N:14][C:9]([O:8][CH3:7])=[CH:10][CH:11]=2)[C:16]([O:17][C@@H:18]2[CH:23]3[CH2:24][CH2:25][N+:20]([CH2:2][CH:3]=[C:4]([CH3:6])[CH3:5])([CH2:21][CH2:22]3)[CH2:19]2)=[O:26])[CH:38]=[CH:37][CH:36]=1)=[O:32])[CH3:35], predict the reactants needed to synthesize it. The reactants are: [Br:1][CH2:2][CH:3]=[C:4]([CH3:6])[CH3:5].[CH3:7][O:8][C:9]1[N:14]=[CH:13][C:12]([CH:15]([NH:27][C:28]2[CH:29]=[C:30]([CH:36]=[CH:37][CH:38]=2)[C:31]([O:33][CH2:34][CH3:35])=[O:32])[C:16](=[O:26])[O:17][C@@H:18]2[CH:23]3[CH2:24][CH2:25][N:20]([CH2:21][CH2:22]3)[CH2:19]2)=[CH:11][CH:10]=1. (3) Given the product [CH2:1]([N:8]1[CH2:9][C@@H:10]([C:16]2[CH:21]=[C:20]([F:22])[C:19]([F:23])=[CH:18][C:17]=2[F:24])[C@H:11]([NH2:13])[CH2:12]1)[C:2]1[CH:3]=[CH:4][CH:5]=[CH:6][CH:7]=1, predict the reactants needed to synthesize it. The reactants are: [CH2:1]([N:8]1[CH2:12][C@@H:11]([N+:13]([O-])=O)[C@H:10]([C:16]2[CH:21]=[C:20]([F:22])[C:19]([F:23])=[CH:18][C:17]=2[F:24])[CH2:9]1)[C:2]1[CH:7]=[CH:6][CH:5]=[CH:4][CH:3]=1. (4) Given the product [CH3:17][O:18][C:19](=[O:20])[C:21]1[CH:22]=[CH:23][CH:24]=[C:25]([C:2]2[CH:3]=[N:4][CH:5]=[C:6]([C:8]3[CH:13]=[CH:12][C:11]([OH:14])=[C:10]([O:15][CH3:16])[CH:9]=3)[N:7]=2)[CH:26]=1, predict the reactants needed to synthesize it. The reactants are: Cl[C:2]1[N:7]=[C:6]([C:8]2[CH:13]=[CH:12][C:11]([OH:14])=[C:10]([O:15][CH3:16])[CH:9]=2)[CH:5]=[N:4][CH:3]=1.[CH3:17][O:18][C:19]([C:21]1[CH:22]=[C:23](B(O)O)[CH:24]=[CH:25][CH:26]=1)=[O:20].C1(P(C2C=CC=CC=2)C2C=CC=CC=2)C=CC=CC=1.C(=O)([O-])[O-].[Na+].[Na+]. (5) The reactants are: [F:1][C:2]1[CH:7]=[CH:6][C:5]([S:8]([NH:11][C:12]2[C:21]([C:22]([O:24][CH3:25])=[O:23])=[C:20]3[C:15]([C@H:16]4[CH2:26][C@H:17]4[CH2:18][O:19]3)=[CH:14][CH:13]=2)(=[O:10])=[O:9])=[C:4]([CH2:27][C@@H:28]2[CH2:32][CH2:31][NH:30][CH2:29]2)[CH:3]=1.FC1C=CC(S(NC2C(C(OC)=O)=C3C([C@H]4C[C@H]4CO3)=CC=2)(=O)=O)=C(C[C@H]2CCN(C(=O)C(F)(F)F)C2)C=1. Given the product [F:1][C:2]1[CH:7]=[CH:6][C:5]([S:8]([NH:11][C:12]2[C:21]([C:22]([O:24][CH3:25])=[O:23])=[C:20]3[C:15]([C@H:16]4[CH2:26][C@H:17]4[CH2:18][O:19]3)=[CH:14][CH:13]=2)(=[O:10])=[O:9])=[C:4]([CH2:27][C@H:28]2[CH2:32][CH2:31][NH:30][CH2:29]2)[CH:3]=1, predict the reactants needed to synthesize it.